This data is from Forward reaction prediction with 1.9M reactions from USPTO patents (1976-2016). The task is: Predict the product of the given reaction. (1) Given the reactants [CH2:1]([C:4]1[CH:12]=[CH:11][C:7]2=[N:8][O:9][N:10]=[C:6]2[CH:5]=1)[CH:2]=C.CO.C[N+]1([O-])CC[O:19]CC1.I([O-])(=O)(=O)=O.[Na+], predict the reaction product. The product is: [N:8]1[O:9][N:10]=[C:6]2[CH:5]=[C:4]([CH2:1][CH:2]=[O:19])[CH:12]=[CH:11][C:7]=12. (2) Given the reactants [C:1]([O:5][C:6]([NH:8][C@H:9]([C:19]([OH:21])=O)[CH2:10][O:11][CH2:12][C:13]1[CH:18]=[CH:17][CH:16]=[CH:15][CH:14]=1)=[O:7])([CH3:4])([CH3:3])[CH3:2].CO[CH:24](OC)[CH2:25][NH:26][CH2:27][C:28]1[CH:33]=[CH:32][C:31]([N:34]2[CH:38]=[CH:37][N:36]=[CH:35]2)=[CH:30][CH:29]=1.C1C=CC2N(O)N=NC=2C=1.CCN=C=NCCCN(C)C.Cl, predict the reaction product. The product is: [CH2:12]([O:11][CH2:10][C@@H:9]1[N:8]([C:6]([O:5][C:1]([CH3:2])([CH3:3])[CH3:4])=[O:7])[CH:24]=[CH:25][N:26]([CH2:27][C:28]2[CH:29]=[CH:30][C:31]([N:34]3[CH:38]=[CH:37][N:36]=[CH:35]3)=[CH:32][CH:33]=2)[C:19]1=[O:21])[C:13]1[CH:14]=[CH:15][CH:16]=[CH:17][CH:18]=1. (3) Given the reactants Br[C:2]1[CH:7]=[CH:6][N:5]=[C:4]([NH:8][C:9]([NH:11][CH2:12][CH3:13])=[O:10])[CH:3]=1.[CH3:14][C:15]1([CH3:21])[CH2:20][CH2:19][CH2:18][NH:17][CH2:16]1.N1CCCC1C(O)=O.C(=O)([O-])[O-].[K+].[K+], predict the reaction product. The product is: [CH3:14][C:15]1([CH3:21])[CH2:20][CH2:19][CH2:18][N:17]([C:2]2[CH:7]=[CH:6][N:5]=[C:4]([NH:8][C:9]([NH:11][CH2:12][CH3:13])=[O:10])[CH:3]=2)[CH2:16]1. (4) Given the reactants [C:1]([OH:10])(=[O:9])[CH2:2][CH2:3][CH2:4][CH2:5][C:6]([OH:8])=[O:7].[C:11]1([CH2:19][NH2:20])[CH:16]=[CH:15][CH:14]=[C:13]([CH2:17][NH2:18])[CH:12]=1, predict the reaction product. The product is: [C:11]1([CH2:19][NH2:20])[CH:16]=[CH:15][CH:14]=[C:13]([CH2:17][NH2:18])[CH:12]=1.[C:1]([OH:10])(=[O:9])[CH2:2][CH2:3][CH2:4][CH2:5][C:6]([OH:8])=[O:7]. (5) Given the reactants [CH:1]([O:4][C:5]1[CH:10]=[CH:9][C:8]([N+:11]([O-])=O)=[CH:7][C:6]=1[NH:14][CH:15]([CH3:17])[CH3:16])([CH3:3])[CH3:2], predict the reaction product. The product is: [CH:1]([O:4][C:5]1[C:6]([NH:14][CH:15]([CH3:17])[CH3:16])=[CH:7][C:8]([NH2:11])=[CH:9][CH:10]=1)([CH3:3])[CH3:2]. (6) Given the reactants Cl.[S:2]1[C:6]2[CH:7]=[C:8]([O:11][C:12]3[CH:17]=[CH:16][C:15]([NH:18][C:19]4[C:20]5[N:27]([CH2:28][CH2:29][NH:30][C:31](=[O:37])OC(C)(C)C)[CH:26]=[CH:25][C:21]=5[N:22]=[CH:23][N:24]=4)=[CH:14][C:13]=3[Cl:38])[CH:9]=[CH:10][C:5]=2[CH:4]=[CH:3]1.Cl.[C:40](OCC)(=O)C, predict the reaction product. The product is: [ClH:38].[S:2]1[C:6]2[CH:7]=[C:8]([O:11][C:12]3[CH:17]=[CH:16][C:15]([NH:18][C:19]4[C:20]5[N:27]([CH2:28][CH2:29][NH:30][C:31](=[O:37])[CH3:40])[CH:26]=[CH:25][C:21]=5[N:22]=[CH:23][N:24]=4)=[CH:14][C:13]=3[Cl:38])[CH:9]=[CH:10][C:5]=2[CH:4]=[CH:3]1. (7) Given the reactants [C:1]1([S:7]([N:10]2[C:14]3=[N:15][CH:16]=[C:17]([Cl:19])[CH:18]=[C:13]3[C:12]([CH2:20][C:21]3[CH:22]=[N:23][C:24](S(C)(=O)=O)=[N:25][CH:26]=3)=[CH:11]2)(=[O:9])=[O:8])[CH:6]=[CH:5][CH:4]=[CH:3][CH:2]=1.[CH3:31][CH:32]1[CH2:37][CH2:36][CH:35]([NH2:38])[CH2:34][CH2:33]1.O, predict the reaction product. The product is: [C:1]1([S:7]([N:10]2[C:14]3=[N:15][CH:16]=[C:17]([Cl:19])[CH:18]=[C:13]3[C:12]([CH2:20][C:21]3[CH:22]=[N:23][C:24]([NH:38][CH:35]4[CH2:36][CH2:37][CH:32]([CH3:31])[CH2:33][CH2:34]4)=[N:25][CH:26]=3)=[CH:11]2)(=[O:9])=[O:8])[CH:6]=[CH:5][CH:4]=[CH:3][CH:2]=1.